From a dataset of Catalyst prediction with 721,799 reactions and 888 catalyst types from USPTO. Predict which catalyst facilitates the given reaction. Reactant: C[O:2][C:3](=[O:39])[CH2:4][C:5]1[CH:6]=[C:7]([C:13]2[CH:18]=[CH:17][C:16]([C:19]([F:22])([F:21])[F:20])=[CH:15][C:14]=2[CH2:23][N:24]([C:27]([O:29][CH2:30][C:31]2[CH:36]=[C:35]([Cl:37])[CH:34]=[C:33]([Cl:38])[CH:32]=2)=[O:28])[CH2:25][CH3:26])[C:8]([O:11][CH3:12])=[CH:9][CH:10]=1.[OH-].[Na+].Cl. Product: [Cl:37][C:35]1[CH:36]=[C:31]([CH:32]=[C:33]([Cl:38])[CH:34]=1)[CH2:30][O:29][C:27]([N:24]([CH2:23][C:14]1[CH:15]=[C:16]([C:19]([F:21])([F:22])[F:20])[CH:17]=[CH:18][C:13]=1[C:7]1[C:8]([O:11][CH3:12])=[CH:9][CH:10]=[C:5]([CH2:4][C:3]([OH:39])=[O:2])[CH:6]=1)[CH2:25][CH3:26])=[O:28]. The catalyst class is: 36.